This data is from Peptide-MHC class II binding affinity with 134,281 pairs from IEDB. The task is: Regression. Given a peptide amino acid sequence and an MHC pseudo amino acid sequence, predict their binding affinity value. This is MHC class II binding data. (1) The peptide sequence is KQQGIRYANPIAFFR. The MHC is HLA-DQA10201-DQB10202 with pseudo-sequence HLA-DQA10201-DQB10202. The binding affinity (normalized) is 0.283. (2) The peptide sequence is GEMQIVDKIDAAFKI. The MHC is DRB5_0101 with pseudo-sequence DRB5_0101. The binding affinity (normalized) is 0.399. (3) The peptide sequence is GLHLMIGLAKRSQDS. The MHC is DRB1_0101 with pseudo-sequence DRB1_0101. The binding affinity (normalized) is 1.00. (4) The peptide sequence is TSGSPIVNRNGEVIG. The MHC is HLA-DQA10501-DQB10402 with pseudo-sequence HLA-DQA10501-DQB10402. The binding affinity (normalized) is 0. (5) The peptide sequence is EKKYFYATQFEPLAA. The MHC is HLA-DPA10301-DPB10402 with pseudo-sequence HLA-DPA10301-DPB10402. The binding affinity (normalized) is 1.00.